From a dataset of Full USPTO retrosynthesis dataset with 1.9M reactions from patents (1976-2016). Predict the reactants needed to synthesize the given product. (1) The reactants are: [OH:1][C@H:2]1[CH2:6][C@@H:5]([CH3:7])[N:4]([C:8]([O:10][CH2:11][C:12]2[CH:17]=[CH:16][CH:15]=[CH:14][CH:13]=2)=[O:9])[C@H:3]1[CH3:18].C[N+]1([O-])CCOCC1. Given the product [CH3:18][C@H:3]1[C:2](=[O:1])[CH2:6][C@@H:5]([CH3:7])[N:4]1[C:8]([O:10][CH2:11][C:12]1[CH:17]=[CH:16][CH:15]=[CH:14][CH:13]=1)=[O:9], predict the reactants needed to synthesize it. (2) Given the product [CH:34]1([NH:33][C:4]([CH:6]2[CH2:7][CH2:8][N:9]([CH2:12][C:13]3[CH:18]=[CH:17][CH:16]=[C:15]([NH2:19])[CH:14]=3)[CH2:10][CH2:11]2)=[O:5])[CH2:39][CH2:38][CH2:37][CH2:36]1, predict the reactants needed to synthesize it. The reactants are: C(O[C:4]([CH:6]1[CH2:11][CH2:10][N:9]([CH2:12][C:13]2[CH:18]=[CH:17][CH:16]=[C:15]([NH:19]C(OC(C)(C)C)=O)[CH:14]=2)[CH2:8][CH2:7]1)=[O:5])C.C(OC(=O)[NH:33][C:34]1[CH:39]=[CH:38][CH:37]=[C:36](C=O)C=1)(C)(C)C.C1(NC(C2CCNCC2)=O)CCCC1. (3) Given the product [O:24]=[S:20]1(=[O:23])[CH2:19][CH2:18][N:17]([CH:14]2[CH2:15][CH2:16][N:11]([C:3]3[CH:4]=[CH:5][C:6]([NH2:8])=[CH:7][C:2]=3[CH3:1])[CH2:12][CH2:13]2)[CH2:22][CH2:21]1, predict the reactants needed to synthesize it. The reactants are: [CH3:1][C:2]1[CH:7]=[C:6]([N+:8]([O-])=O)[CH:5]=[CH:4][C:3]=1[N:11]1[CH2:16][CH2:15][CH:14]([N:17]2[CH2:22][CH2:21][S:20](=[O:24])(=[O:23])[CH2:19][CH2:18]2)[CH2:13][CH2:12]1. (4) Given the product [C:1]([O:9][C:10]1([CH2:13][O:14][S:16]([CH3:15])(=[O:18])=[O:17])[CH2:12][CH2:11]1)(=[O:8])[C:2]1[CH:7]=[CH:6][CH:5]=[CH:4][CH:3]=1, predict the reactants needed to synthesize it. The reactants are: [C:1]([O:9][C:10]1([CH2:13][OH:14])[CH2:12][CH2:11]1)(=[O:8])[C:2]1[CH:7]=[CH:6][CH:5]=[CH:4][CH:3]=1.[CH3:15][S:16](Cl)(=[O:18])=[O:17]. (5) Given the product [NH2:5][C@@H:6]([CH2:10][CH2:11][CH2:12][C:13]([O:15][CH3:16])=[O:14])[C:7]([OH:9])=[O:8], predict the reactants needed to synthesize it. The reactants are: S(Cl)(Cl)=O.[NH2:5][C@@H:6]([CH2:10][CH2:11][CH2:12][C:13]([OH:15])=[O:14])[C:7]([OH:9])=[O:8].[CH3:16]COCC. (6) Given the product [Br:1][C:2]1[C:3]([C:12]2[O:13][CH:14]=[CH:15][CH:16]=2)=[N:4][C:5]([NH2:11])=[N:6][C:7]=1[O:26][CH2:17][CH:18]=[CH:19][C:20]1[CH:25]=[CH:24][CH:23]=[CH:22][CH:21]=1, predict the reactants needed to synthesize it. The reactants are: [Br:1][C:2]1[C:3]([C:12]2[O:13][CH:14]=[CH:15][CH:16]=2)=[N:4][C:5]([NH2:11])=[N:6][C:7]=1S(C)=O.[CH2:17]([OH:26])/[CH:18]=[CH:19]/[C:20]1[CH:25]=[CH:24][CH:23]=[CH:22][CH:21]=1.C1CCN2C(=NCCC2)CC1.